This data is from Forward reaction prediction with 1.9M reactions from USPTO patents (1976-2016). The task is: Predict the product of the given reaction. (1) Given the reactants C(N(CC)CC)C.C(O)=O.[C:11]([O:15][C:16]([C:18]1[CH:23]=[CH:22][C:21]([CH2:24][CH2:25][C:26]([CH2:39][C:40]2[CH:45]=[CH:44][C:43]([C:46]([O:48][CH3:49])=[O:47])=[CH:42][CH:41]=2)(C(OCC=C)=O)[C:27]([O:29]CC=C)=[O:28])=[CH:20][CH:19]=1)=[O:17])([CH3:14])([CH3:13])[CH3:12].C1(P(C2C=CC=CC=2)C2C=CC=CC=2)C=CC=CC=1, predict the reaction product. The product is: [C:11]([O:15][C:16]([C:18]1[CH:19]=[CH:20][C:21]([CH2:24][CH2:25][CH:26]([CH2:39][C:40]2[CH:45]=[CH:44][C:43]([C:46]([O:48][CH3:49])=[O:47])=[CH:42][CH:41]=2)[C:27]([OH:29])=[O:28])=[CH:22][CH:23]=1)=[O:17])([CH3:13])([CH3:14])[CH3:12]. (2) The product is: [F:14][C:12]1[CH:13]=[CH:8][C:9]2[C:15](=[O:16])[C:17]3[C:18]([O:25][C:10]=2[CH:11]=1)=[CH:19][C:20]([O:23][CH3:24])=[CH:21][CH:22]=3. Given the reactants C(=O)([O-])[O-].[K+].[K+].F[C:8]1[CH:13]=[C:12]([F:14])[CH:11]=[CH:10][C:9]=1[C:15]([C:17]1[CH:22]=[CH:21][C:20]([O:23][CH3:24])=[CH:19][C:18]=1[OH:25])=[O:16].O, predict the reaction product. (3) The product is: [Cl:19][C:20]1[CH:25]=[CH:24][C:23]([C:2]2[CH:3]=[N:4][C:5]3[N:6]([CH:8]=[C:9]([CH2:11][O:12][C:13]4[CH:18]=[CH:17][CH:16]=[CH:15][N:14]=4)[N:10]=3)[CH:7]=2)=[C:22]([C:29]([F:30])([F:31])[F:32])[CH:21]=1. Given the reactants Br[C:2]1[CH:3]=[N:4][C:5]2[N:6]([CH:8]=[C:9]([CH2:11][O:12][C:13]3[CH:18]=[CH:17][CH:16]=[CH:15][N:14]=3)[N:10]=2)[CH:7]=1.[Cl:19][C:20]1[CH:25]=[CH:24][C:23](B(O)O)=[C:22]([C:29]([F:32])([F:31])[F:30])[CH:21]=1, predict the reaction product. (4) Given the reactants [Br:1][C:2]1[CH:10]=[C:9]([C:11]([O:13][CH2:14][C:15]2[CH:20]=[CH:19][CH:18]=[CH:17][CH:16]=2)=[O:12])[C:8]([O:21][CH2:22][C:23]2[CH:28]=[CH:27][CH:26]=[CH:25][CH:24]=2)=[CH:7][C:3]=1[C:4]([OH:6])=O.Br[C:30]1[C:31](C=O)=[CH:32][C:33](OCC2C=CC=CC=2)=C([CH:45]=1)C(OCC1C=CC=CC=1)=O.S(=O)(=O)(O)[NH2:57].CC(CC)=C.C(N(C(C)C)CC)(C)C.N1CCCCC1.ON1C2N=CC=CC=2N=N1.C(Cl)CCl, predict the reaction product. The product is: [Br:1][C:2]1[C:3]([C:4]([N:57]2[CH2:33][CH2:32][CH2:31][CH2:30][CH2:45]2)=[O:6])=[CH:7][C:8]([O:21][CH2:22][C:23]2[CH:28]=[CH:27][CH:26]=[CH:25][CH:24]=2)=[C:9]([CH:10]=1)[C:11]([O:13][CH2:14][C:15]1[CH:20]=[CH:19][CH:18]=[CH:17][CH:16]=1)=[O:12]. (5) Given the reactants S.[C:2]([O:6][C:7]([N:9]1[CH2:14][CH2:13][CH:12]([O:15][C:16]2[CH:21]=[CH:20][C:19]([N:22]([CH2:35][C:36]3[N:40]([CH2:41][C:42](=[O:58])[NH:43][C:44]4[CH:49]=[CH:48][C:47]([O:50][CH2:51][C:52]5[CH:57]=[CH:56][CH:55]=[CH:54][CH:53]=5)=[CH:46][CH:45]=4)[C:39]4[CH:59]=[CH:60][C:61]([C:63]#[N:64])=[CH:62][C:38]=4[N:37]=3)[C:23](=[O:34])[C:24]3[CH:29]=[CH:28][C:27]([C:30]([O:32][CH3:33])=[O:31])=[CH:26][CH:25]=3)=[CH:18][CH:17]=2)[CH2:11][CH2:10]1)=[O:8])([CH3:5])([CH3:4])[CH3:3].[N:65]1C=CC(CCN)=C(CCN)C=1CCN.C([O-])(=O)C.[NH4+], predict the reaction product. The product is: [C:2]([O:6][C:7]([N:9]1[CH2:14][CH2:13][CH:12]([O:15][C:16]2[CH:17]=[CH:18][C:19]([N:22]([CH2:35][C:36]3[N:40]([CH2:41][C:42](=[O:58])[NH:43][C:44]4[CH:45]=[CH:46][C:47]([O:50][CH2:51][C:52]5[CH:53]=[CH:54][CH:55]=[CH:56][CH:57]=5)=[CH:48][CH:49]=4)[C:39]4[CH:59]=[CH:60][C:61]([C:63]([NH2:65])=[NH:64])=[CH:62][C:38]=4[N:37]=3)[C:23](=[O:34])[C:24]3[CH:25]=[CH:26][C:27]([C:30]([O:32][CH3:33])=[O:31])=[CH:28][CH:29]=3)=[CH:20][CH:21]=2)[CH2:11][CH2:10]1)=[O:8])([CH3:5])([CH3:3])[CH3:4]. (6) Given the reactants [NH2:1][C:2]1[CH:3]=[C:4]([OH:12])[C:5](=[CH:10][CH:11]=1)[C:6]([O:8][CH3:9])=[O:7].[S:13]1[C:17]2[CH:18]=[CH:19][CH:20]=[CH:21][C:16]=2[C:15]([S:22](Cl)(=[O:24])=[O:23])=[CH:14]1.N1C=CC=CC=1, predict the reaction product. The product is: [S:13]1[C:17]2[CH:18]=[CH:19][CH:20]=[CH:21][C:16]=2[C:15]([S:22]([NH:1][C:2]2[CH:11]=[CH:10][C:5]([C:6]([O:8][CH3:9])=[O:7])=[C:4]([OH:12])[CH:3]=2)(=[O:23])=[O:24])=[CH:14]1. (7) Given the reactants [F:1][C:2]1([CH2:9][OH:10])[CH2:7][CH:6]2[O:8][CH:3]1[CH2:4][CH2:5]2.N1C=CC=CC=1.[S:17](Cl)([C:20]1[CH:26]=[CH:25][C:23]([CH3:24])=[CH:22][CH:21]=1)(=[O:19])=[O:18], predict the reaction product. The product is: [CH3:24][C:23]1[CH:25]=[CH:26][C:20]([S:17]([O:10][CH2:9][C@:2]2([F:1])[CH2:7][C@H:6]3[O:8][C@@H:3]2[CH2:4][CH2:5]3)(=[O:19])=[O:18])=[CH:21][CH:22]=1.